From a dataset of Forward reaction prediction with 1.9M reactions from USPTO patents (1976-2016). Predict the product of the given reaction. (1) The product is: [NH2:2][C:3]1[S:4][C:5]([C:11]([NH:16][NH2:17])=[O:13])=[C:6]([CH:8]2[CH2:10][CH2:9]2)[N:7]=1. Given the reactants Br.[NH2:2][C:3]1[S:4][C:5]([C:11]([O:13]C)=O)=[C:6]([CH:8]2[CH2:10][CH2:9]2)[N:7]=1.O.[NH2:16][NH2:17], predict the reaction product. (2) The product is: [Cl:1][C:2]1[CH:3]=[C:4]([C:8]2[N:13]=[C:12]3[CH2:14][CH2:15][CH2:16][C:11]3=[C:10]([CH:17]([OH:18])[C:28]3[CH:29]=[CH:30][C:31]([CH2:34][C:35]([O:37][CH2:38][CH3:40])=[O:36])=[CH:32][CH:33]=3)[CH:9]=2)[CH:5]=[CH:6][CH:7]=1. Given the reactants [Cl:1][C:2]1[CH:3]=[C:4]([C:8]2[N:13]=[C:12]3[CH2:14][CH2:15][CH2:16][C:11]3=[C:10]([CH:17]=[O:18])[CH:9]=2)[CH:5]=[CH:6][CH:7]=1.CC1(C)C(C)(C)OB(C[C:28]2[CH:33]=[CH:32][C:31]([CH2:34][C:35]([O:37][CH3:38])=[O:36])=[CH:30][CH:29]=2)O1.[CH3:40]C1(C)C(C)(C)OB(C2C=CC(CC(OC)=O)=CC=2)O1, predict the reaction product. (3) Given the reactants N[C:2]1[CH:3]=[C:4]([CH:7]=[CH:8][CH:9]=1)[C:5]#[N:6].N([O-])=O.[Na+].[S:14](=[O:16])=[O:15].[ClH:17], predict the reaction product. The product is: [C:5]([C:4]1[CH:3]=[C:2]([S:14]([Cl:17])(=[O:16])=[O:15])[CH:9]=[CH:8][CH:7]=1)#[N:6]. (4) Given the reactants [C:1]([C:3]1[C:4]([CH3:27])=[C:5]([C@@H:10]2[O:15][CH2:14][C@H:13]3[CH2:16][N:17](C(OC(C)(C)C)=O)[CH2:18][CH2:19][N:12]3[CH2:11]2)[CH:6]=[CH:7][C:8]=1[F:9])#[N:2], predict the reaction product. The product is: [F:9][C:8]1[C:3]([C:1]#[N:2])=[C:4]([CH3:27])[C:5]([C@@H:10]2[O:15][CH2:14][C@H:13]3[CH2:16][NH:17][CH2:18][CH2:19][N:12]3[CH2:11]2)=[CH:6][CH:7]=1.